Dataset: Forward reaction prediction with 1.9M reactions from USPTO patents (1976-2016). Task: Predict the product of the given reaction. (1) Given the reactants [CH2:1]([O:3][C:4](=[O:21])[C:5]([C:7]1[CH:12]=[CH:11][C:10]([NH:13][C:14]2[C:19]([NH2:20])=[CH:18][CH:17]=[CH:16][N:15]=2)=[CH:9][CH:8]=1)=[O:6])[CH3:2].[CH:22](OCC)(OCC)OCC, predict the reaction product. The product is: [CH2:1]([O:3][C:4](=[O:21])[C:5]([C:7]1[CH:8]=[CH:9][C:10]([N:13]2[C:14]3=[N:15][CH:16]=[CH:17][CH:18]=[C:19]3[N:20]=[CH:22]2)=[CH:11][CH:12]=1)=[O:6])[CH3:2]. (2) Given the reactants [NH2:1][C@H:2]1[CH2:7][CH2:6][CH2:5][CH2:4][C@H:3]1[NH:8][C:9](=[O:26])[C:10]1[C:15]([C:16]([F:19])([F:18])[F:17])=[CH:14][C:13]([C:20]([F:23])([F:22])[F:21])=[CH:12][C:11]=1[O:24][CH3:25].[C:27]([O:31][C:32]([N:34]1[CH2:39][CH2:38][C:37](=O)[CH2:36][CH2:35]1)=[O:33])([CH3:30])([CH3:29])[CH3:28], predict the reaction product. The product is: [C:27]([O:31][C:32]([N:34]1[CH2:39][CH2:38][CH:37]([NH:1][C@@H:2]2[CH2:7][CH2:6][CH2:5][CH2:4][C@@H:3]2[NH:8][C:9](=[O:26])[C:10]2[C:15]([C:16]([F:19])([F:18])[F:17])=[CH:14][C:13]([C:20]([F:21])([F:22])[F:23])=[CH:12][C:11]=2[O:24][CH3:25])[CH2:36][CH2:35]1)=[O:33])([CH3:30])([CH3:28])[CH3:29].